From a dataset of Forward reaction prediction with 1.9M reactions from USPTO patents (1976-2016). Predict the product of the given reaction. (1) Given the reactants [CH2:1]([C:8]1[CH:15]=[CH:14][C:11]([CH2:12]O)=[CH:10][CH:9]=1)[C:2]1[CH:7]=[CH:6][CH:5]=[CH:4][CH:3]=1.[C:16]1(=[O:26])[NH:20][C:19](=[O:21])[C:18]2=[CH:22][CH:23]=[CH:24][CH:25]=[C:17]12.C1(P(C2C=CC=CC=2)C2C=CC=CC=2)C=CC=CC=1.CC(OC(/N=N/C(OC(C)C)=O)=O)C, predict the reaction product. The product is: [CH2:1]([C:8]1[CH:15]=[CH:14][C:11]([CH2:12][N:20]2[C:19](=[O:21])[C:18]3=[CH:22][CH:23]=[CH:24][CH:25]=[C:17]3[C:16]2=[O:26])=[CH:10][CH:9]=1)[C:2]1[CH:7]=[CH:6][CH:5]=[CH:4][CH:3]=1. (2) Given the reactants [CH3:1][O:2][C:3]1[CH:8]=[CH:7][C:6](B(O)O)=[CH:5][C:4]=1[CH3:12].I[C:14]1[N:19]=[C:18]([NH2:20])[N:17]=[C:16]([NH:21][CH3:22])[CH:15]=1, predict the reaction product. The product is: [CH3:1][O:2][C:3]1[CH:8]=[CH:7][C:6]([C:14]2[N:19]=[C:18]([NH2:20])[N:17]=[C:16]([NH:21][CH3:22])[CH:15]=2)=[CH:5][C:4]=1[CH3:12]. (3) Given the reactants [Cl:1][C:2]1[CH:3]=[C:4]2[C:9](=[CH:10][C:11]=1[C:12](O)=[O:13])[N:8]=[CH:7][N:6]=[C:5]2[NH:15][CH:16]([C:18]1[NH:22][C:21]2[CH:23]=[CH:24][C:25]([Cl:27])=[CH:26][C:20]=2[N:19]=1)[CH3:17].FC1C(OC(N(C)C)=[N+](C)C)=C(F)C(F)=C(F)C=1F.F[P-](F)(F)(F)(F)F.C(N(C(C)C)CC)(C)C.[CH2:63]([N:65]([CH3:73])[CH2:66][CH:67]1[CH2:72][CH2:71][CH2:70][CH2:69][NH:68]1)[CH3:64], predict the reaction product. The product is: [Cl:1][C:2]1[CH:3]=[C:4]2[C:9](=[CH:10][C:11]=1[C:12]([N:68]1[CH2:69][CH2:70][CH2:71][CH2:72][CH:67]1[CH2:66][N:65]([CH2:63][CH3:64])[CH3:73])=[O:13])[N:8]=[CH:7][N:6]=[C:5]2[NH:15][CH:16]([C:18]1[NH:22][C:21]2[CH:23]=[CH:24][C:25]([Cl:27])=[CH:26][C:20]=2[N:19]=1)[CH3:17]. (4) The product is: [CH3:25][C:26]1[N:27]=[N:28][N:29]([CH:31]2[CH2:36][CH2:35][NH:34][CH2:33][CH2:32]2)[N:30]=1. Given the reactants CS(OC1CCN(C(OC(C)(C)C)=O)CC1)(=O)=O.CC1N=NNN=1.[CH3:25][C:26]1[N:27]=[N:28][N:29]([CH:31]2[CH2:36][CH2:35][N:34](C(OC(C)(C)C)=O)[CH2:33][CH2:32]2)[N:30]=1.CC1N(C2CCN(C(OC(C)(C)C)=O)CC2)N=NN=1, predict the reaction product.